Dataset: Reaction yield outcomes from USPTO patents with 853,638 reactions. Task: Predict the reaction yield, written as a fraction of the theoretical maximum amount of product (1.0 means a 100% yield; for example, 0.34 means a 34% yield). (1) The product is [CH3:1][O:2][CH2:3][CH2:4][O:5][CH2:6][C:7]([C:10]1[CH:15]=[CH:14][C:13]([NH2:16])=[CH:12][C:11]=1[N+:17]([O-:19])=[O:18])([CH3:9])[CH3:8]. The catalyst is OS(O)(=O)=O. The reactants are [CH3:1][O:2][CH2:3][CH2:4][O:5][CH2:6][C:7]([C:10]1[CH:15]=[CH:14][C:13]([NH2:16])=[CH:12][CH:11]=1)([CH3:9])[CH3:8].[N+:17]([O-])([O-:19])=[O:18].[K+]. The yield is 0.710. (2) The reactants are Cl[C:2]1[N:10]=[C:9]2[C:5]([N:6]([CH3:11])[CH:7]=[N:8]2)=[C:4]([O:12][CH3:13])[N:3]=1.[Cl:14][C:15]1[CH:20]=[CH:19][C:18](B2OC(C)(C)C(C)(C)O2)=[C:17]([F:30])[C:16]=1[O:31][CH3:32].[F-].[Cs+]. The catalyst is Cl[Pd](Cl)([P](C1C=CC=CC=1)(C1C=CC=CC=1)C1C=CC=CC=1)[P](C1C=CC=CC=1)(C1C=CC=CC=1)C1C=CC=CC=1. The product is [Cl:14][C:15]1[CH:20]=[CH:19][C:18]([C:2]2[N:10]=[C:9]3[C:5]([N:6]([CH3:11])[CH:7]=[N:8]3)=[C:4]([O:12][CH3:13])[N:3]=2)=[C:17]([F:30])[C:16]=1[O:31][CH3:32]. The yield is 0.670. (3) The reactants are [CH2:1]([O:8][N:9]([CH2:12][CH:13]1[CH:17]([CH2:18][CH2:19][CH2:20][CH3:21])[CH2:16][N:15]([CH2:22][C:23]2[CH:28]=[CH:27][C:26]([OH:29])=[CH:25][CH:24]=2)[C:14]1=[O:30])[CH:10]=[O:11])[C:2]1[CH:7]=[CH:6][CH:5]=[CH:4][CH:3]=1.[O:31]1[CH:35]=[CH:34][CH:33]=[C:32]1[CH2:36]O.C1(P(C2C=CC=CC=2)C2C=CC=CC=2)C=CC=CC=1.N(C(OCC)=O)=NC(OCC)=O. The catalyst is O1CCCC1. The product is [CH2:1]([O:8][N:9]([CH2:12][CH:13]1[CH:17]([CH2:18][CH2:19][CH2:20][CH3:21])[CH2:16][N:15]([CH2:22][C:23]2[CH:28]=[CH:27][C:26]([O:29][CH2:36][C:32]3[O:31][CH:35]=[CH:34][CH:33]=3)=[CH:25][CH:24]=2)[C:14]1=[O:30])[CH:10]=[O:11])[C:2]1[CH:7]=[CH:6][CH:5]=[CH:4][CH:3]=1. The yield is 0.630. (4) The reactants are [Br:1][C:2]1[CH:3]=[C:4]2[C:9](=[CH:10][CH:11]=1)[N:8]=[CH:7][C:6]([C:12](=[O:14])[CH3:13])=[C:5]2Cl.[CH3:16][N:17]([CH3:25])[CH2:18][CH:19]1[CH2:24][CH2:23][NH:22][CH2:21][CH2:20]1. No catalyst specified. The product is [Br:1][C:2]1[CH:3]=[C:4]2[C:9](=[CH:10][CH:11]=1)[N:8]=[CH:7][C:6]([C:12](=[O:14])[CH3:13])=[C:5]2[N:22]1[CH2:23][CH2:24][CH:19]([CH2:18][N:17]([CH3:25])[CH3:16])[CH2:20][CH2:21]1. The yield is 0.0800. (5) The reactants are [Br:1][C:2]1[CH:3]=[C:4]([O:13][CH3:14])[C:5]([Cl:12])=[C:6]([CH:11]=1)[C:7]([O:9]C)=[O:8].[OH-].[Na+].Cl. The product is [Br:1][C:2]1[CH:3]=[C:4]([O:13][CH3:14])[C:5]([Cl:12])=[C:6]([CH:11]=1)[C:7]([OH:9])=[O:8]. The yield is 0.960. The catalyst is C1COCC1.O.CO. (6) The reactants are [F:1][C:2]1[CH:7]=[CH:6][C:5]([C:8]2[C:16]([C:17](=[N:21][OH:22])[CH:18]([CH3:20])[CH3:19])=[C:11]3[CH:12]=[CH:13][CH:14]=[CH:15][N:10]3[N:9]=2)=[CH:4][CH:3]=1.C[Si]([N:27]=[C:28]=[O:29])(C)C.N1C=CC=CC=1. The catalyst is C1COCC1. The product is [C:28]([O:22][N:21]=[C:17]([C:16]1[C:8]([C:5]2[CH:6]=[CH:7][C:2]([F:1])=[CH:3][CH:4]=2)=[N:9][N:10]2[CH:15]=[CH:14][CH:13]=[CH:12][C:11]=12)[CH:18]([CH3:19])[CH3:20])(=[O:29])[NH2:27]. The yield is 0.567.